Dataset: CYP2D6 inhibition data for predicting drug metabolism from PubChem BioAssay. Task: Regression/Classification. Given a drug SMILES string, predict its absorption, distribution, metabolism, or excretion properties. Task type varies by dataset: regression for continuous measurements (e.g., permeability, clearance, half-life) or binary classification for categorical outcomes (e.g., BBB penetration, CYP inhibition). Dataset: cyp2d6_veith. The drug is O=C1[C@H]2CC[C@H]3/C(=N\OC[C@@H](O)COCc4ccco4)C[C@@H](O)[C@@H](O)[C@@H]3[C@@H]2C(=O)N1c1cccc(Oc2ccccc2)c1. The result is 0 (non-inhibitor).